Dataset: Reaction yield outcomes from USPTO patents with 853,638 reactions. Task: Predict the reaction yield, written as a fraction of the theoretical maximum amount of product (1.0 means a 100% yield; for example, 0.34 means a 34% yield). (1) The reactants are Br[C:2]1[CH:8]=[CH:7][C:5]([NH2:6])=[C:4]([O:9][CH3:10])[CH:3]=1.[NH:11]1[CH:15]=[CH:14][CH:13]=[N:12]1.C([O-])([O-])=O.[K+].[K+].CN[C@H]1[C@H](NC)CCCC1.[Na+].[Cl-]. The catalyst is CN1C(=O)CCC1.[Cu]I.CCOC(C)=O. The product is [CH3:10][O:9][C:4]1[CH:3]=[C:2]([N:11]2[CH:15]=[CH:14][CH:13]=[N:12]2)[CH:8]=[CH:7][C:5]=1[NH2:6]. The yield is 0.900. (2) The reactants are [O:1]([CH2:8][C@@H:9]1[CH2:13]C[CH2:11][N:10]1[C:14]([O:16][C:17]([CH3:20])([CH3:19])[CH3:18])=[O:15])[C:2]1[CH:7]=[CH:6][CH:5]=[CH:4][CH:3]=1.CC1C=CC(S(OC[C@@H]2CCN2C(OC(C)(C)C)=O)(=O)=O)=CC=1. No catalyst specified. The product is [O:1]([CH2:8][C@@H:9]1[CH2:13][CH2:11][N:10]1[C:14]([O:16][C:17]([CH3:18])([CH3:19])[CH3:20])=[O:15])[C:2]1[CH:3]=[CH:4][CH:5]=[CH:6][CH:7]=1. The yield is 0.790. (3) The reactants are [CH3:1][N:2]1[C:10]2[C:9]([N:11]3[CH2:16][CH2:15][O:14][CH2:13][CH2:12]3)=[N:8][C:7]([C:17]3[CH:18]=[C:19]([CH2:23][OH:24])[CH:20]=[CH:21][CH:22]=3)=[N:6][C:5]=2[CH:4]=[CH:3]1.[CH2:25]=O.[NH:27]1[CH2:31][CH2:30][CH2:29][CH2:28]1. The catalyst is CC(O)=O. The product is [CH3:1][N:2]1[C:10]2[C:9]([N:11]3[CH2:16][CH2:15][O:14][CH2:13][CH2:12]3)=[N:8][C:7]([C:17]3[CH:18]=[C:19]([CH2:23][OH:24])[CH:20]=[CH:21][CH:22]=3)=[N:6][C:5]=2[C:4]([CH2:25][N:27]2[CH2:31][CH2:30][CH2:29][CH2:28]2)=[CH:3]1. The yield is 0.260. (4) The reactants are CC1(C)[O:6][C@@H:5]([C@@H:7]([OH:26])[C@H:8]([OH:25])[CH2:9][N:10]2[C:20]3=[C:21]4[C:16](=[CH:17][CH:18]=[CH:19]3)[C:15]([CH3:23])([CH3:22])[CH2:14][CH2:13][N:12]4[C:11]2=[O:24])[CH2:4][O:3]1. The catalyst is C(O)(=O)C.O. The product is [CH3:22][C:15]1([CH3:23])[C:16]2[C:21]3=[C:20]([N:10]([CH2:9][C@@H:8]([OH:25])[C@H:7]([OH:26])[C@H:5]([OH:6])[CH2:4][OH:3])[C:11](=[O:24])[N:12]3[CH2:13][CH2:14]1)[CH:19]=[CH:18][CH:17]=2. The yield is 0.680. (5) The reactants are [CH2:1]([O:3][P:4]([CH:9]([F:27])[CH2:10][C@@H:11]([OH:26])[C@@H:12]([OH:25])[C@H:13]([OH:24])[CH:14]=[N:15][O:16][CH2:17][C:18]1[CH:23]=[CH:22][CH:21]=[CH:20][CH:19]=1)(=[O:8])[O:5][CH2:6][CH3:7])[CH3:2].B.C1COCC1.CCOC(C)=O.CO. The catalyst is C1COCC1. The product is [CH2:1]([O:3][P:4]([CH:9]([F:27])[CH2:10][C@@H:11]([OH:26])[C@@H:12]([OH:25])[C@@H:13]([OH:24])[CH2:14][NH:15][O:16][CH2:17][C:18]1[CH:19]=[CH:20][CH:21]=[CH:22][CH:23]=1)(=[O:8])[O:5][CH2:6][CH3:7])[CH3:2]. The yield is 0.710. (6) The reactants are [CH:1]1([CH2:7][CH2:8][CH2:9][C@@H:10]([C:19]2[O:23][N:22]=[C:21]([CH2:24][NH:25][CH3:26])[N:20]=2)[CH2:11][C:12]([O:14][C:15]([CH3:18])([CH3:17])[CH3:16])=[O:13])[CH2:6][CH2:5][CH2:4][CH2:3][CH2:2]1.[CH3:27][S:28](Cl)(=[O:30])=[O:29]. The catalyst is N1C=CC=CC=1. The product is [CH:1]1([CH2:7][CH2:8][CH2:9][C@@H:10]([C:19]2[O:23][N:22]=[C:21]([CH2:24][N:25]([CH3:26])[S:28]([CH3:27])(=[O:30])=[O:29])[N:20]=2)[CH2:11][C:12]([O:14][C:15]([CH3:18])([CH3:17])[CH3:16])=[O:13])[CH2:2][CH2:3][CH2:4][CH2:5][CH2:6]1. The yield is 0.750.